This data is from Reaction yield outcomes from USPTO patents with 853,638 reactions. The task is: Predict the reaction yield, written as a fraction of the theoretical maximum amount of product (1.0 means a 100% yield; for example, 0.34 means a 34% yield). (1) The reactants are Cl[C:2]1[O:3][C:4]([C:7]2[N:8]([C:16]([O:18][C:19]([CH3:22])([CH3:21])[CH3:20])=[O:17])[C:9]3[C:14]([CH:15]=2)=[CH:13][CH:12]=[CH:11][CH:10]=3)=[CH:5][N:6]=1.[NH2:23][C:24]1[CH:25]=[C:26]([NH:30][S:31]([CH3:34])(=[O:33])=[O:32])[CH:27]=[CH:28][CH:29]=1. The catalyst is CC(O)C. The product is [CH3:34][S:31]([NH:30][C:26]1[CH:25]=[C:24]([NH:23][C:2]2[O:3][C:4]([C:7]3[N:8]([C:16]([O:18][C:19]([CH3:22])([CH3:21])[CH3:20])=[O:17])[C:9]4[C:14]([CH:15]=3)=[CH:13][CH:12]=[CH:11][CH:10]=4)=[CH:5][N:6]=2)[CH:29]=[CH:28][CH:27]=1)(=[O:33])=[O:32]. The yield is 0.540. (2) The reactants are [CH3:1][O:2][C:3]1[CH:4]=[C:5]2[C:10](=[CH:11][C:12]=1[O:13][CH2:14][CH:15]1[CH2:17][O:16]1)[N:9]=[CH:8][CH:7]=[C:6]2[O:18][C:19]1[C:20]([C:27]2[CH:32]=[CH:31][CH:30]=[CH:29][N:28]=2)=[N:21][C:22]([CH3:26])=[C:23]([CH3:25])[CH:24]=1.FC(F)(F)C(O)=[O:36].[OH-].[Na+].O. The catalyst is C(Cl)Cl. The product is [CH3:25][C:23]1[CH:24]=[C:19]([O:18][C:6]2[C:5]3[C:10](=[CH:11][C:12]([O:13][CH2:14][CH:15]([OH:36])[CH2:17][OH:16])=[C:3]([O:2][CH3:1])[CH:4]=3)[N:9]=[CH:8][CH:7]=2)[C:20]([C:27]2[CH:32]=[CH:31][CH:30]=[CH:29][N:28]=2)=[N:21][C:22]=1[CH3:26]. The yield is 0.640. (3) The reactants are [F:1][C:2]([F:7])([F:6])[C:3]([OH:5])=[O:4].[C:8]1([C:14]2[CH:19]=[C:18]([CH:20]3[CH2:25][CH2:24][NH:23][CH2:22][CH2:21]3)[CH:17]=[CH:16][C:15]=2[NH:26][C:27]([C:29]2[NH:30][CH:31]=[C:32]([C:34]#[N:35])[N:33]=2)=[O:28])[CH2:13][CH2:12][CH2:11][CH2:10][CH:9]=1.CCN(CC)CC.[C:43](#[N:46])[CH:44]=[CH2:45].CO. The catalyst is ClCCCl. The product is [F:1][C:2]([F:7])([F:6])[C:3]([OH:5])=[O:4].[C:43]([CH2:44][CH2:45][N:23]1[CH2:22][CH2:21][CH:20]([C:18]2[CH:17]=[CH:16][C:15]([NH:26][C:27]([C:29]3[NH:30][CH:31]=[C:32]([C:34]#[N:35])[N:33]=3)=[O:28])=[C:14]([C:8]3[CH2:13][CH2:12][CH2:11][CH2:10][CH:9]=3)[CH:19]=2)[CH2:25][CH2:24]1)#[N:46]. The yield is 0.950. (4) The reactants are C[O:2][C:3]([C:5]1[N:6]([C:10]2[C:19]([N+:20]([O-])=O)=[CH:18][C:13]([C:14]([O:16][CH3:17])=[O:15])=[CH:12][N:11]=2)[CH:7]=[CH:8][CH:9]=1)=O.P(OC1C=CC=CC=1)(OC1C=CC=CC=1)OC1C=CC=CC=1. The catalyst is ClCCl.[NH4+].[O-][V](=O)=O.[Pt]. The product is [O:2]=[C:3]1[NH:20][C:19]2[CH:18]=[C:13]([C:14]([O:16][CH3:17])=[O:15])[CH:12]=[N:11][C:10]=2[N:6]2[CH:7]=[CH:8][CH:9]=[C:5]12. The yield is 0.540. (5) The reactants are [CH2:1]([O:3][C:4](=[O:16])[CH:5]([CH2:11][CH:12]([C:14]#[N:15])[CH3:13])[C:6](OCC)=[O:7])[CH3:2].[H][H]. The catalyst is C(O)C.[Pt]=O. The product is [CH2:1]([O:3][C:4]([CH:5]1[CH2:11][CH:12]([CH3:13])[CH2:14][NH:15][C:6]1=[O:7])=[O:16])[CH3:2]. The yield is 0.740. (6) The reactants are [CH2:1]1[O:9][C:8]2[CH:7]=[CH:6][C:5]([Br:10])=[CH:4][C:3]=2[O:2]1.[C:11]12(O)[CH2:20][CH:15]3[CH2:16][CH:17]([CH2:19][CH:13]([CH2:14]3)[CH2:12]1)[CH2:18]2.S(=O)(=O)(O)O. The catalyst is C(Cl)Cl. The product is [C:11]12([C:7]3[CH:6]=[C:5]([Br:10])[CH:4]=[C:3]4[O:2][CH2:1][O:9][C:8]=34)[CH2:20][CH:15]3[CH2:16][CH:17]([CH2:19][CH:13]([CH2:14]3)[CH2:12]1)[CH2:18]2. The yield is 0.530. (7) The reactants are [N-:1]=[N+:2]=[N-:3].[Na+].[CH2:5]1[CH2:11][S:8](=[O:10])(=[O:9])[O:7][CH2:6]1. The catalyst is O.CC(C)=O. The product is [N:1]([CH2:6][CH2:5][CH2:11][S:8]([OH:10])(=[O:9])=[O:7])=[N+:2]=[N-:3]. The yield is 0.800.